From a dataset of Reaction yield outcomes from USPTO patents with 853,638 reactions. Predict the reaction yield, written as a fraction of the theoretical maximum amount of product (1.0 means a 100% yield; for example, 0.34 means a 34% yield). (1) The reactants are [Br:1][C:2]1[CH:3]=[C:4]2[C:8](=[CH:9][C:10]=1[F:11])[NH:7][CH:6]=[CH:5]2.CC([O-])(C)C.[K+].[C:18]([O:22][C:23](=O)[O:24]C(C)(C)C)([CH3:21])([CH3:20])[CH3:19].Cl. The catalyst is CN(C=O)C.O. The product is [C:18]([O:22][C:23]([N:7]1[C:8]2[C:4](=[CH:3][C:2]([Br:1])=[C:10]([F:11])[CH:9]=2)[CH:5]=[CH:6]1)=[O:24])([CH3:21])([CH3:20])[CH3:19]. The yield is 0.840. (2) The product is [CH3:27][N:3]([CH3:2])[CH:4]1[CH2:9][CH2:8][N:7]([C:10](=[O:26])[CH2:11][CH2:12][C:13]2[N:14]([CH2:18][C:19]([O:21][CH3:22])=[O:20])[CH:15]=[CH:16][N:17]=2)[CH2:6][CH2:5]1. The yield is 0.390. The reactants are Cl.[CH3:2][N:3]([CH3:27])[CH:4]1[CH2:9][CH2:8][N:7]([C:10](=[O:26])[CH2:11][CH2:12][C:13]2[N:14]([CH2:18][C:19]([O:21][C:22](C)(C)C)=[O:20])[CH:15]=[CH:16][N:17]=2)[CH2:6][CH2:5]1.CO.C(=O)([O-])[O-].[K+].[K+]. The catalyst is O1CCOCC1. (3) The reactants are [Cl:1][C:2]1[C:3]([O:29][C:30]2[CH:35]=[CH:34][N:33]=[C:32](Cl)[CH:31]=2)=[CH:4][C:5]([F:28])=[C:6]([NH:8][C:9]([C:11]2[C:12](=[O:27])[N:13]([C:20]3[CH:25]=[CH:24][C:23]([F:26])=[CH:22][CH:21]=3)[CH:14]=[CH:15][C:16]=2[O:17][CH2:18][CH3:19])=[O:10])[CH:7]=1.[CH:37]1([C:40]([NH2:42])=[O:41])[CH2:39][CH2:38]1.C([O-])([O-])=O.[Cs+].[Cs+].CC1(C)C2C(=C(P(C3C=CC=CC=3)C3C=CC=CC=3)C=CC=2)OC2C(P(C3C=CC=CC=3)C3C=CC=CC=3)=CC=CC1=2. The catalyst is C1C=CC(/C=C/C(/C=C/C2C=CC=CC=2)=O)=CC=1.C1C=CC(/C=C/C(/C=C/C2C=CC=CC=2)=O)=CC=1.C1C=CC(/C=C/C(/C=C/C2C=CC=CC=2)=O)=CC=1.[Pd].[Pd].O1CCOCC1. The product is [Cl:1][C:2]1[C:3]([O:29][C:30]2[CH:35]=[CH:34][N:33]=[C:32]([NH:42][C:40]([CH:37]3[CH2:39][CH2:38]3)=[O:41])[CH:31]=2)=[CH:4][C:5]([F:28])=[C:6]([NH:8][C:9]([C:11]2[C:12](=[O:27])[N:13]([C:20]3[CH:21]=[CH:22][C:23]([F:26])=[CH:24][CH:25]=3)[CH:14]=[CH:15][C:16]=2[O:17][CH2:18][CH3:19])=[O:10])[CH:7]=1. The yield is 0.484. (4) The reactants are [C:1]([Si:5]([O:18][C:19]1[CH:24]=[CH:23][C:22]([CH:25]2[S:30][CH2:29][CH2:28][CH2:27][S:26]2)=[CH:21][CH:20]=1)([C:12]1[CH:17]=[CH:16][CH:15]=[CH:14][CH:13]=1)[C:6]1[CH:11]=[CH:10][CH:9]=[CH:8][CH:7]=1)([CH3:4])([CH3:3])[CH3:2].C([Li])CCC.CCCCCC.[Br:42][C:43]1[CH:44]=[C:45]([CH:48]=[CH:49][C:50]=1[F:51])[CH:46]=[O:47].[Cl-].[NH4+]. The catalyst is O1CCCC1. The product is [Br:42][C:43]1[CH:44]=[C:45]([CH:46]([C:25]2([C:22]3[CH:21]=[CH:20][C:19]([O:18][Si:5]([C:1]([CH3:4])([CH3:2])[CH3:3])([C:12]4[CH:17]=[CH:16][CH:15]=[CH:14][CH:13]=4)[C:6]4[CH:7]=[CH:8][CH:9]=[CH:10][CH:11]=4)=[CH:24][CH:23]=3)[S:26][CH2:27][CH2:28][CH2:29][S:30]2)[OH:47])[CH:48]=[CH:49][C:50]=1[F:51]. The yield is 0.670. (5) The reactants are [CH2:1]([O:3][C:4](=[O:13])[CH:5]([CH2:10][CH:11]=[CH2:12])[CH2:6][C:7](C)=C)[CH3:2]. The catalyst is C(Cl)Cl. The product is [CH2:1]([O:3][C:4]([CH:5]1[CH2:6][CH:7]=[C:11]([CH3:12])[CH2:10]1)=[O:13])[CH3:2]. The yield is 0.930. (6) The reactants are [CH:1](=[O:5])[CH:2]([CH3:4])[CH3:3].[C:6](#[N:9])[CH:7]=[CH2:8].Cl. The catalyst is CO. The product is [CH3:3][C:2]([CH3:4])([CH:1]=[O:5])[CH2:8][CH2:7][C:6]#[N:9]. The yield is 0.507.